Dataset: Full USPTO retrosynthesis dataset with 1.9M reactions from patents (1976-2016). Task: Predict the reactants needed to synthesize the given product. (1) Given the product [Cl:38][C:31]1[C:32]([O:36][CH3:37])=[CH:33][CH:34]=[CH:35][C:30]=1[C@@H:7]1[C:6]2[CH:39]=[C:2]([C:40]#[N:41])[CH:3]=[CH:4][C:5]=2[N:11]([CH2:12][C:13]2[CH:18]=[CH:17][C:16]([O:19][CH3:20])=[CH:15][C:14]=2[O:21][CH3:22])[C:10](=[O:23])[C@@H:9]([CH2:24][C:25]([O:27][CH2:28][CH3:29])=[O:26])[O:8]1, predict the reactants needed to synthesize it. The reactants are: Br[C:2]1[CH:3]=[CH:4][C:5]2[N:11]([CH2:12][C:13]3[CH:18]=[CH:17][C:16]([O:19][CH3:20])=[CH:15][C:14]=3[O:21][CH3:22])[C:10](=[O:23])[C@@H:9]([CH2:24][C:25]([O:27][CH2:28][CH3:29])=[O:26])[O:8][C@H:7]([C:30]3[CH:35]=[CH:34][CH:33]=[C:32]([O:36][CH3:37])[C:31]=3[Cl:38])[C:6]=2[CH:39]=1.[C-:40]#[N:41].[Na+].C1(P(C2C=CC=CC=2)C2C3OC4C(=CC=CC=4P(C4C=CC=CC=4)C4C=CC=CC=4)C(C)(C)C=3C=CC=2)C=CC=CC=1.C([Sn](Cl)(CCCC)CCCC)CCC. (2) Given the product [C:6]([C:7]1[CH:8]=[C:9]([N:13]2[C:22]3[C:17](=[CH:18][CH:19]=[CH:20][N:21]=3)[C:16](=[O:23])[C:15]([C:24]([NH2:26])=[O:25])=[CH:14]2)[CH:10]=[CH:11][CH:12]=1)#[CH:5], predict the reactants needed to synthesize it. The reactants are: C[Si]([C:5]#[C:6][C:7]1[CH:8]=[C:9]([N:13]2[C:22]3[C:17](=[CH:18][CH:19]=[CH:20][N:21]=3)[C:16](=[O:23])[C:15]([C:24]([NH2:26])=[O:25])=[CH:14]2)[CH:10]=[CH:11][CH:12]=1)(C)C.[F-].C([N+](CCCC)(CCCC)CCCC)CCC. (3) Given the product [C:22]1([C:19]2[CH:20]=[C:7]([C:8]([OH:17])=[O:13])[C:6]3[C:10](=[CH:11][CH:12]=[C:4]([O:3][C:2]([F:16])([F:15])[F:1])[CH:5]=3)[N:9]=2)[CH:27]=[CH:26][CH:25]=[CH:24][CH:23]=1, predict the reactants needed to synthesize it. The reactants are: [F:1][C:2]([F:16])([F:15])[O:3][C:4]1[CH:5]=[C:6]2[C:10](=[CH:11][CH:12]=1)[NH:9][C:8](=[O:13])[C:7]2=O.[OH-:17].[K+].[C:19]([C:22]1[CH:27]=[CH:26][CH:25]=[CH:24][CH:23]=1)(=O)[CH3:20].Cl. (4) Given the product [ClH:14].[NH2:8][C:7]1[C:2]([F:1])=[C:3]([F:13])[CH:4]=[C:5]([F:12])[C:6]=1[SH:10], predict the reactants needed to synthesize it. The reactants are: [F:1][C:2]1[C:7]2[N:8]=C(C)[S:10][C:6]=2[C:5]([F:12])=[CH:4][C:3]=1[F:13].[ClH:14].O1CCOCC1. (5) Given the product [CH3:1][O:2][C:3](=[O:21])[C:4]1[CH:9]=[CH:8][C:7]([CH:23]2[CH2:28][CH2:27][CH2:26][CH2:25][CH2:24]2)=[C:6]([N+:18]([O-:20])=[O:19])[CH:5]=1, predict the reactants needed to synthesize it. The reactants are: [CH3:1][O:2][C:3](=[O:21])[C:4]1[CH:9]=[CH:8][C:7](OS(C(F)(F)F)(=O)=O)=[C:6]([N+:18]([O-:20])=[O:19])[CH:5]=1.[Br-].[CH:23]1(C[Zn+])[CH2:28][CH2:27][CH2:26][CH2:25][CH2:24]1.C1COCC1.C(=O)([O-])O.[Na+].